From a dataset of Forward reaction prediction with 1.9M reactions from USPTO patents (1976-2016). Predict the product of the given reaction. (1) Given the reactants O=[C:2]([CH2:9][N:10]1[CH2:15][CH2:14][CH2:13][CH2:12][C:11]1=[O:16])[CH2:3][C:4]([O:6][CH2:7][CH3:8])=[O:5].C[O:18][CH:19](OC)[N:20](C)C.CCN(C(C)C)C(C)C.[C:34](#N)[CH2:35][C:36]#[N:37].C(O)(=O)C, predict the reaction product. The product is: [C:36]([CH:35]1[C:19](=[O:18])[N:20]=[C:2]([CH2:9][N:10]2[CH2:15][CH2:14][CH2:13][CH2:12][C:11]2=[O:16])[C:3]([C:4]([O:6][CH2:7][CH3:8])=[O:5])=[CH:34]1)#[N:37]. (2) Given the reactants [H-].[Al+3].[Li+].[H-].[H-].[H-].[CH2:7]([O:14][C:15]1[CH:20]=[CH:19][C:18]([NH:21][C:22]([C:24]2[CH:25]=[C:26]3[C:31](=[CH:32][CH:33]=2)[N:30]=[CH:29][CH:28]=[CH:27]3)=O)=[CH:17][CH:16]=1)[C:8]1[CH:13]=[CH:12][CH:11]=[CH:10][CH:9]=1.O(C1SC(CNC(C2C=C3CCNC3=NC=2)=O)=CC=1)C1C=CC=CC=1.[Cl-].[NH4+], predict the reaction product. The product is: [CH2:7]([O:14][C:15]1[CH:16]=[CH:17][C:18]([NH:21][CH2:22][C:24]2[CH:25]=[C:26]3[C:31](=[CH:32][CH:33]=2)[N:30]=[CH:29][CH:28]=[CH:27]3)=[CH:19][CH:20]=1)[C:8]1[CH:9]=[CH:10][CH:11]=[CH:12][CH:13]=1. (3) Given the reactants Br[CH2:2][C:3]1[CH:4]=[C:5]([CH:15]=[CH:16][CH:17]=1)[O:6][C:7]1[CH:8]=[CH:9][C:10]([C:13]#[N:14])=[N:11][CH:12]=1.[OH:18][C:19]1[C:24]([CH2:25][CH2:26][CH3:27])=[C:23]([OH:28])[CH:22]=[CH:21][C:20]=1[C:29](=[O:31])[CH3:30], predict the reaction product. The product is: [C:29]([C:20]1[CH:21]=[CH:22][C:23]([O:28][CH2:2][C:3]2[CH:4]=[C:5]([CH:15]=[CH:16][CH:17]=2)[O:6][C:7]2[CH:8]=[CH:9][C:10]([C:13]#[N:14])=[N:11][CH:12]=2)=[C:24]([CH2:25][CH2:26][CH3:27])[C:19]=1[OH:18])(=[O:31])[CH3:30]. (4) Given the reactants [F:1][C:2]1[CH:7]=[CH:6][CH:5]=[C:4](I)[CH:3]=1.[Li]CCCC.CCCCCC.[NH2:20][C:21]1[C:32]([CH3:33])=[CH:31][CH:30]=[CH:29][C:22]=1[C:23](N(OC)C)=[O:24].Cl, predict the reaction product. The product is: [NH2:20][C:21]1[C:32]([CH3:33])=[CH:31][CH:30]=[CH:29][C:22]=1[C:23]([C:4]1[CH:5]=[CH:6][CH:7]=[C:2]([F:1])[CH:3]=1)=[O:24]. (5) Given the reactants [CH3:1][O:2][C:3]1[CH:4]=[C:5]([OH:12])[CH:6]=[CH:7][C:8]=1[N+:9]([O-:11])=[O:10].C([O-])([O-])=O.[K+].[K+].[CH3:19][S:20]([CH2:23][CH2:24][CH2:25]OS(C)(=O)=O)(=[O:22])=[O:21], predict the reaction product. The product is: [CH3:1][O:2][C:3]1[CH:4]=[C:5]([O:12][CH2:25][CH2:24][CH2:23][S:20]([CH3:19])(=[O:22])=[O:21])[CH:6]=[CH:7][C:8]=1[N+:9]([O-:11])=[O:10]. (6) Given the reactants Cl[C:2]1[CH:24]=[CH:23][C:5]2[N:6]([C:15]3[CH:22]=[CH:21][C:18]([C:19]#[N:20])=[CH:17][CH:16]=3)[CH2:7][CH2:8][C:9]3[O:13][N:12]=[C:11]([CH3:14])[C:10]=3[C:4]=2[CH:3]=1.N1[CH:31]=[CH:30]C=CC=C1.O1C=CC=N1.CC1C(O)=C(C2NC([C:50]([OH:52])=[O:51])CC2(C(O)=O)C(O)=O)C(CO)=CN=1.C([O-])([O-])=O.[K+].[K+].C(O)C, predict the reaction product. The product is: [C:19]([C:18]1[CH:17]=[CH:16][C:15]([N:6]2[CH2:7][CH2:8][C:9]3[O:13][N:12]=[C:11]([CH3:14])[C:10]=3[C:4]3[CH:3]=[C:2]([C:50]([O:52][CH2:30][CH3:31])=[O:51])[CH:24]=[CH:23][C:5]2=3)=[CH:22][CH:21]=1)#[N:20]. (7) The product is: [CH3:7][O:8][C:9]1[CH:14]=[C:13]([C:15]([F:16])([F:17])[F:18])[CH:12]=[CH:11][C:10]=1[C:19]1[C:28]2[C:23](=[CH:24][C:25]([S:29]([NH:6][C:3]3[CH:4]=[N:5][S:1][N:2]=3)(=[O:31])=[O:30])=[CH:26][CH:27]=2)[CH:22]=[CH:21][N:20]=1. Given the reactants [S:1]1[N:5]=[CH:4][C:3]([NH2:6])=[N:2]1.[CH3:7][O:8][C:9]1[CH:14]=[C:13]([C:15]([F:18])([F:17])[F:16])[CH:12]=[CH:11][C:10]=1[C:19]1[C:28]2[C:23](=[CH:24][C:25]([S:29](OC3C(F)=C(F)C(F)=C(F)C=3F)(=[O:31])=[O:30])=[CH:26][CH:27]=2)[CH:22]=[CH:21][N:20]=1.C[Si]([N-][Si](C)(C)C)(C)C.[Li+], predict the reaction product. (8) Given the reactants Cl[C:2]1[N:7]=[C:6]([O:8][CH3:9])[C:5]2[O:10][C:11]3[C:16]([C@@:17]4([CH2:22][CH2:21][O:20][C:19]([NH2:23])=[N:18]4)[C:4]=2[CH:3]=1)=[CH:15][C:14]([NH2:24])=[CH:13][CH:12]=3.[O:25]1[CH2:30][CH:29]=[C:28](B2OC(C)(C)C(C)(C)O2)[CH2:27][CH2:26]1.[O-]P([O-])([O-])=O.[K+].[K+].[K+].O, predict the reaction product. The product is: [O:25]1[CH2:26][CH:27]=[C:28]([C:2]2[N:7]=[C:6]([O:8][CH3:9])[C:5]3[O:10][C:11]4[C:16]([C@@:17]5([CH2:22][CH2:21][O:20][C:19]([NH2:23])=[N:18]5)[C:4]=3[CH:3]=2)=[CH:15][C:14]([NH2:24])=[CH:13][CH:12]=4)[CH2:29][CH2:30]1.